This data is from Reaction yield outcomes from USPTO patents with 853,638 reactions. The task is: Predict the reaction yield, written as a fraction of the theoretical maximum amount of product (1.0 means a 100% yield; for example, 0.34 means a 34% yield). The reactants are Cl.[Cl:2][C:3]1[CH:8]=[CH:7][N:6]=[C:5]([C:9]([O:11]C)=O)[CH:4]=1.[CH3:13][NH2:14]. The catalyst is CO.C1COCC1. The product is [Cl:2][C:3]1[CH:8]=[CH:7][N:6]=[C:5]([C:9]([NH:14][CH3:13])=[O:11])[CH:4]=1. The yield is 0.970.